From a dataset of Full USPTO retrosynthesis dataset with 1.9M reactions from patents (1976-2016). Predict the reactants needed to synthesize the given product. (1) Given the product [CH2:1]([N:8]([CH2:21][C:22]1[CH:23]=[CH:24][C:25]([O:26][C:27]2[CH:28]=[CH:29][C:30]([CH2:33][CH2:34][C:35]([NH:40][CH2:41][CH2:42][CH2:43][CH2:44][CH2:45][CH2:46][OH:47])=[O:36])=[CH:31][CH:32]=2)=[CH:38][CH:39]=1)[C:9]1[CH:14]=[CH:13][CH:12]=[C:11]([NH:15][S:16]([CH3:19])(=[O:17])=[O:18])[C:10]=1[CH3:20])[C:2]1[CH:3]=[CH:4][CH:5]=[CH:6][CH:7]=1, predict the reactants needed to synthesize it. The reactants are: [CH2:1]([N:8]([CH2:21][C:22]1[CH:39]=[CH:38][C:25]([O:26][C:27]2[CH:32]=[CH:31][C:30]([CH2:33][CH2:34][C:35](O)=[O:36])=[CH:29][CH:28]=2)=[CH:24][CH:23]=1)[C:9]1[CH:14]=[CH:13][CH:12]=[C:11]([NH:15][S:16]([CH3:19])(=[O:18])=[O:17])[C:10]=1[CH3:20])[C:2]1[CH:7]=[CH:6][CH:5]=[CH:4][CH:3]=1.[NH2:40][CH2:41][CH2:42][CH2:43][CH2:44][CH2:45][CH2:46][OH:47]. (2) Given the product [C:8]([C:3]1[C:2]([NH:1][C:31]([C:27]2[N:26]=[C:25]([C:23]3[CH:22]=[CH:21][N:20]=[C:19]([N:18]([CH2:34][CH:35]4[CH2:37][CH2:36]4)[C:16](=[O:17])[O:15][C:11]([CH3:14])([CH3:13])[CH3:12])[CH:24]=3)[CH:30]=[CH:29][CH:28]=2)=[O:32])=[CH:6][N:5]([CH3:7])[N:4]=1)(=[O:9])[NH2:10], predict the reactants needed to synthesize it. The reactants are: [NH2:1][C:2]1[C:3]([C:8]([NH2:10])=[O:9])=[N:4][N:5]([CH3:7])[CH:6]=1.[C:11]([O:15][C:16]([N:18]([CH2:34][CH:35]1[CH2:37][CH2:36]1)[C:19]1[CH:24]=[C:23]([C:25]2[CH:30]=[CH:29][CH:28]=[C:27]([C:31](O)=[O:32])[N:26]=2)[CH:22]=[CH:21][N:20]=1)=[O:17])([CH3:14])([CH3:13])[CH3:12].C1C=CC2N(O)N=NC=2C=1.CCN(CC)CC.C(Cl)CCl. (3) Given the product [ClH:36].[ClH:56].[NH2:14][CH2:13][C:4]1[C:3]([C:22]2[CH:23]=[CH:24][C:25]([CH3:28])=[CH:26][CH:27]=2)=[C:2]([NH:1][C:34](=[O:35])[C:33]2[CH:37]=[CH:38][CH:39]=[C:31]([C:29]3[NH:54][N:53]=[N:52][N:30]=3)[CH:32]=2)[C:7]([CH3:8])=[N:6][C:5]=1[CH2:9][CH:10]([CH3:11])[CH3:12], predict the reactants needed to synthesize it. The reactants are: [NH2:1][C:2]1[C:3]([C:22]2[CH:27]=[CH:26][C:25]([CH3:28])=[CH:24][CH:23]=2)=[C:4]([CH2:13][NH:14]C(=O)OC(C)(C)C)[C:5]([CH2:9][CH:10]([CH3:12])[CH3:11])=[N:6][C:7]=1[CH3:8].[C:29]([C:31]1[CH:32]=[C:33]([CH:37]=[CH:38][CH:39]=1)[C:34]([Cl:36])=[O:35])#[N:30].C(N(CC)CC)C.C(=O)([O-])O.[Na+].[N-:52]=[N+:53]=[N-:54].[Na+].[Cl-:56].[NH4+].C(OC(=O)C)C.Cl. (4) Given the product [CH2:1]([O:3][C:4]1[C:5]([B:28]2[O:29][C:30]([CH3:32])([CH3:31])[C:26]([CH3:42])([CH3:25])[O:27]2)=[CH:6][C:7]([F:23])=[C:8]([CH:22]=1)[C:9]([NH:11][C:12]1[CH:16]=[C:15]([C:17]([F:20])([F:19])[F:18])[N:14]([CH3:21])[N:13]=1)=[O:10])[CH3:2], predict the reactants needed to synthesize it. The reactants are: [CH2:1]([O:3][C:4]1[C:5](I)=[CH:6][C:7]([F:23])=[C:8]([CH:22]=1)[C:9]([NH:11][C:12]1[CH:16]=[C:15]([C:17]([F:20])([F:19])[F:18])[N:14]([CH3:21])[N:13]=1)=[O:10])[CH3:2].[CH3:25][C:26]1([CH3:42])[C:30]([CH3:32])([CH3:31])[O:29][B:28]([B:28]2[O:29][C:30]([CH3:32])([CH3:31])[C:26]([CH3:42])([CH3:25])[O:27]2)[O:27]1.C([O-])(=O)C.[K+].